From a dataset of Reaction yield outcomes from USPTO patents with 853,638 reactions. Predict the reaction yield, written as a fraction of the theoretical maximum amount of product (1.0 means a 100% yield; for example, 0.34 means a 34% yield). (1) The reactants are [Cl:1][C:2]1[C:3]([CH3:18])=[C:4]([CH:14]([OH:17])CO)[C:5]([O:11][CH2:12][CH3:13])=[C:6]([C:8](=[O:10])[CH3:9])[CH:7]=1.C(O)(=O)C.I([O-])(=O)(=O)=O.[Na+]. The catalyst is O1CCCC1.O. The product is [C:8]([C:6]1[C:5]([O:11][CH2:12][CH3:13])=[C:4]([C:3]([CH3:18])=[C:2]([Cl:1])[CH:7]=1)[CH:14]=[O:17])(=[O:10])[CH3:9]. The yield is 1.00. (2) The reactants are [OH:1][C:2]1[CH:3]=[CH:4][C:5]2[C:9]([CH2:10][CH2:11][C:12]([O:14][CH2:15][CH3:16])=[O:13])=[CH:8][S:7][C:6]=2[CH:17]=1.CN1CCOCC1.[CH3:25][NH:26][C:27]1[N:32]=[C:31]([CH2:33][CH2:34]O)[CH:30]=[CH:29][CH:28]=1.C1(P(C2C=CC=CC=2)C2C=CC=CC=2)C=CC=CC=1.N(C(OC(C)C)=O)=NC(OC(C)C)=O. The catalyst is C1COCC1. The product is [CH3:25][NH:26][C:27]1[N:32]=[C:31]([CH2:33][CH2:34][O:1][C:2]2[CH:3]=[CH:4][C:5]3[C:9]([CH2:10][CH2:11][C:12]([O:14][CH2:15][CH3:16])=[O:13])=[CH:8][S:7][C:6]=3[CH:17]=2)[CH:30]=[CH:29][CH:28]=1. The yield is 0.190.